This data is from Catalyst prediction with 721,799 reactions and 888 catalyst types from USPTO. The task is: Predict which catalyst facilitates the given reaction. (1) Reactant: [CH:1]([O:4][C:5](=[O:21])[NH:6][C@@H:7]1[CH2:20][C:10]2[NH:11][C:12]3[CH:13]=[CH:14][C:15]([C:18]#[N:19])=[CH:16][C:17]=3[C:9]=2[CH2:8]1)([CH3:3])[CH3:2].[C:22]([O:26][C:27]([N:29]1[CH2:33][CH2:32][C@H:31]([OH:34])[C@H:30]1[CH2:35]OS(C)(=O)=O)=[O:28])([CH3:25])([CH3:24])[CH3:23].C(=O)([O-])[O-].[Cs+].[Cs+].[I-].[K+]. Product: [C:22]([O:26][C:27]([N:29]1[CH2:33][CH2:32][C@H:31]([OH:34])[C@H:30]1[CH2:35][N:11]1[C:12]2[CH:13]=[CH:14][C:15]([C:18]#[N:19])=[CH:16][C:17]=2[C:9]2[CH2:8][C@H:7]([NH:6][C:5]([O:4][CH:1]([CH3:3])[CH3:2])=[O:21])[CH2:20][C:10]1=2)=[O:28])([CH3:25])([CH3:23])[CH3:24]. The catalyst class is: 42. (2) Reactant: CCCCCC.C(O)C.[CH3:10][O:11][C:12]1[CH:17]=[CH:16][C:15]([NH:18][C:19]([C:21]2[CH:26]=[CH:25][C:24]([C:27]3[CH:32]=[CH:31][CH:30]=[CH:29][CH:28]=3)=[CH:23][CH:22]=2)=[O:20])=[CH:14][C:13]=1[NH:33][C:34](=[O:43])[CH:35]([N:37]1[CH2:42][CH2:41][O:40][CH2:39][CH2:38]1)[CH3:36]. Product: [CH3:10][O:11][C:12]1[CH:17]=[CH:16][C:15]([NH:18][C:19]([C:21]2[CH:26]=[CH:25][C:24]([C:27]3[CH:32]=[CH:31][CH:30]=[CH:29][CH:28]=3)=[CH:23][CH:22]=2)=[O:20])=[CH:14][C:13]=1[NH:33][C:34](=[O:43])[C@H:35]([N:37]1[CH2:38][CH2:39][O:40][CH2:41][CH2:42]1)[CH3:36]. The catalyst class is: 106. (3) Reactant: CC1C=CC(S(O[CH2:12][C@H:13]2[CH2:22][CH2:21][C:20]3[C:15](=[C:16]([O:23][CH3:24])[CH:17]=[CH:18][CH:19]=3)[O:14]2)(=O)=O)=CC=1.[F:25][C:26]1[CH:34]=[C:33]2[C:29]([C:30]([C:35]3[CH2:36][CH2:37][NH:38][CH2:39][CH:40]=3)=[CH:31][NH:32]2)=[CH:28][CH:27]=1. Product: [F:25][C:26]1[CH:34]=[C:33]2[C:29]([C:30]([C:35]3[CH2:36][CH2:37][N:38]([CH2:12][C@H:13]4[CH2:22][CH2:21][C:20]5[C:15](=[C:16]([O:23][CH3:24])[CH:17]=[CH:18][CH:19]=5)[O:14]4)[CH2:39][CH:40]=3)=[CH:31][NH:32]2)=[CH:28][CH:27]=1. The catalyst class is: 148. (4) Reactant: [Cl:1][CH2:2][CH2:3][CH2:4][O:5][C:6]1[CH:7]=[CH:8][C:9]2[CH2:10][C@H:11]3[NH:22][CH2:21][CH2:20][C@@:17]4([C:18]=2[CH:19]=1)[C@H:12]3[CH2:13][CH2:14][CH2:15][CH2:16]4.Cl.C(N(CC)CC)C.[CH3:31][S:32](Cl)(=[O:34])=[O:33]. Product: [Cl:1][CH2:2][CH2:3][CH2:4][O:5][C:6]1[CH:7]=[CH:8][C:9]2[CH2:10][C@H:11]3[N:22]([S:32]([CH3:31])(=[O:34])=[O:33])[CH2:21][CH2:20][C@@:17]4([C:18]=2[CH:19]=1)[C@H:12]3[CH2:13][CH2:14][CH2:15][CH2:16]4. The catalyst class is: 4. (5) Reactant: [CH3:1][C:2]([CH:5]=O)([CH3:4])[CH3:3].C([O:9][CH:10](OCC)[CH2:11][NH2:12])C.C(O[BH-](OC(=O)C)OC(=O)C)(=O)C.[Na+].CCN(C(C)C)C(C)C.Cl[C:40]([O:42][CH2:43][C:44]1[CH:49]=[CH:48][CH:47]=[CH:46][CH:45]=1)=[O:41]. Product: [CH2:43]([O:42][C:40](=[O:41])[N:12]([CH2:5][C:2]([CH3:1])([CH3:3])[CH3:4])[CH2:11][CH:10]=[O:9])[C:44]1[CH:49]=[CH:48][CH:47]=[CH:46][CH:45]=1. The catalyst class is: 2.